Task: Predict the reactants needed to synthesize the given product.. Dataset: Full USPTO retrosynthesis dataset with 1.9M reactions from patents (1976-2016) (1) The reactants are: N([O-])=O.[Na+].[C:5]([C:8]1[CH:12]=[C:11]([C:13]([NH:15][C@@H:16]([CH3:34])[CH2:17][N:18]2[CH:22]=[CH:21][C:20]([C:23]3[CH:28]=[CH:27][C:26]([C:29]#[N:30])=[C:25]([N+]([O-])=O)[CH:24]=3)=[N:19]2)=[O:14])[NH:10][N:9]=1)(=[O:7])[CH3:6].S(=O)(=O)(O)O.[I-:40].[K+]. Given the product [C:5]([C:8]1[NH:9][N:10]=[C:11]([C:13]([NH:15][C@@H:16]([CH3:34])[CH2:17][N:18]2[CH:22]=[CH:21][C:20]([C:23]3[CH:28]=[CH:27][C:26]([C:29]#[N:30])=[C:25]([I:40])[CH:24]=3)=[N:19]2)=[O:14])[CH:12]=1)(=[O:7])[CH3:6], predict the reactants needed to synthesize it. (2) Given the product [CH3:72][C:59]1([CH3:73])[CH:60]([C:62]([O:1][C@H:2]2[CH2:19][CH2:18][C@@:17]3([CH3:20])[C@@H:4]([CH2:5][CH2:6][C@:7]4([CH3:47])[C@@H:16]3[CH2:15][CH2:14][C@H:13]3[C@@:8]4([CH3:46])[CH2:9][CH2:10][C@@:11]4([C:28]([N:30]5[CH2:34][CH2:33][CH2:32][C@H:31]5[C:35]5[NH:36][C:37]([C:40]6[CH:41]=[CH:42][CH:43]=[CH:44][CH:45]=6)=[CH:38][N:39]=5)=[O:29])[CH2:23][CH2:22][C@@H:21]([C:24]5([CH3:27])[CH2:26][CH2:25]5)[C@@H:12]43)[C:3]2([CH3:49])[CH3:48])=[O:63])[CH2:61][CH:58]1[C:56]([O:55][CH2:53][C:52]1[CH:51]=[CH:77][CH:76]=[CH:75][CH:74]=1)=[O:57], predict the reactants needed to synthesize it. The reactants are: [OH:1][C@H:2]1[CH2:19][CH2:18][C@@:17]2([CH3:20])[C@@H:4]([CH2:5][CH2:6][C@:7]3([CH3:47])[C@@H:16]2[CH2:15][CH2:14][C@H:13]2[C@@:8]3([CH3:46])[CH2:9][CH2:10][C@@:11]3([C:28]([N:30]4[CH2:34][CH2:33][CH2:32][C@H:31]4[C:35]4[NH:36][C:37]([C:40]5[CH:45]=[CH:44][CH:43]=[CH:42][CH:41]=5)=[CH:38][N:39]=4)=[O:29])[CH2:23][CH2:22][C@@H:21]([C:24]4([CH3:27])[CH2:26][CH2:25]4)[C@@H:12]32)[C:3]1([CH3:49])[CH3:48].Cl[C:51]1[CH:77]=[C:76](Cl)[CH:75]=[C:74](Cl)[C:52]=1[C:53]([O:55][C:56]([C@H:58]1[CH2:61][C@@H:60]([C:62](OCC2C=CC=CC=2)=[O:63])[C:59]1([CH3:73])[CH3:72])=[O:57])=O. (3) Given the product [Cl:13][C:14]1[N:19]=[C:18]([C:7]2[CH:8]=[N:9][CH:10]=[CH:11][CH:12]=2)[CH:17]=[CH:16][N:15]=1, predict the reactants needed to synthesize it. The reactants are: C([Li])CCC.Br[C:7]1[CH:8]=[N:9][CH:10]=[CH:11][CH:12]=1.[Cl:13][C:14]1[N:19]=[CH:18][CH:17]=[CH:16][N:15]=1.ClC1C(=O)C(C#N)=C(C#N)C(=O)C=1Cl.[OH-].[Na+]. (4) Given the product [Br:1][C:2]1[CH:7]=[CH:6][CH:5]=[CH:4][C:3]=1[CH2:8][N:9]1[C:10]([OH:30])=[C:11]([C:26]([NH:46][CH2:45][CH2:44][CH:41]2[CH2:43][CH2:42]2)=[O:27])[C:12]([OH:25])=[C:13]([C:16]([NH:18][CH2:19][C:20]([OH:22])=[O:21])=[O:17])[C:14]1=[O:15], predict the reactants needed to synthesize it. The reactants are: [Br:1][C:2]1[CH:7]=[CH:6][CH:5]=[CH:4][C:3]=1[CH2:8][N:9]1[C:14](=[O:15])[C:13]([C:16]([NH:18][CH2:19][C:20]([O:22]CC)=[O:21])=[O:17])=[C:12]([OH:25])[C:11]([C:26](OC)=[O:27])=[C:10]1[OH:30].C(N(C(C)C)CC)(C)C.Cl.[CH:41]1([CH2:44][CH2:45][NH2:46])[CH2:43][CH2:42]1.Cl. (5) Given the product [CH:1]([C:4]1([C:10]([Cl:15])=[O:12])[CH2:8][CH2:7][C:6](=[O:9])[CH2:5]1)([CH3:3])[CH3:2], predict the reactants needed to synthesize it. The reactants are: [CH:1]([C:4]1([C:10]([OH:12])=O)[CH2:8][CH2:7][C:6](=[O:9])[CH2:5]1)([CH3:3])[CH3:2].S(Cl)([Cl:15])=O. (6) Given the product [CH3:24][N:23]1[CH2:22][CH2:21][NH:20][CH2:19][C:18]1([C:12]1[N:11]=[C:10]([C:8]([NH:7][CH2:6][C:5]2[CH:33]=[CH:34][C:2]([F:1])=[CH:3][CH:4]=2)=[O:9])[C:15]([OH:16])=[C:14]([OH:17])[N:13]=1)[CH3:32], predict the reactants needed to synthesize it. The reactants are: [F:1][C:2]1[CH:34]=[CH:33][C:5]([CH2:6][NH:7][C:8]([C:10]2[C:15]([OH:16])=[C:14]([OH:17])[N:13]=[C:12]([C:18]3([CH3:32])[N:23]([CH3:24])[CH2:22][CH2:21][N:20](C(OC(C)(C)C)=O)[CH2:19]3)[N:11]=2)=[O:9])=[CH:4][CH:3]=1.